From a dataset of Forward reaction prediction with 1.9M reactions from USPTO patents (1976-2016). Predict the product of the given reaction. (1) Given the reactants [CH3:1][N:2]([C:15]1[CH:20]=[CH:19][N:18]=[C:17](S(C)=O)[N:16]=1)[C:3]1[N:4]=[N:5][CH:6]=[C:7]([C:9]2[CH:14]=[CH:13][CH:12]=[CH:11][CH:10]=2)[CH:8]=1.[NH2:24][CH:25]([CH3:35])[CH2:26][C:27]1[CH:28]=[C:29]([CH2:33][OH:34])[CH:30]=[CH:31][CH:32]=1, predict the reaction product. The product is: [CH3:1][N:2]([C:3]1[N:4]=[N:5][CH:6]=[C:7]([C:9]2[CH:14]=[CH:13][CH:12]=[CH:11][CH:10]=2)[CH:8]=1)[C:15]1[CH:20]=[CH:19][N:18]=[C:17]([NH:24][CH:25]([CH3:35])[CH2:26][C:27]2[CH:28]=[C:29]([CH2:33][OH:34])[CH:30]=[CH:31][CH:32]=2)[N:16]=1. (2) Given the reactants Cl[C:2]1[C:11]2=[N:12][N:13](CC3C=CC(OC)=CC=3)[CH:14]=[C:10]2[C:9]2[CH:8]=[C:7]([O:24][CH3:25])[CH:6]=[CH:5][C:4]=2[N:3]=1.[NH2:26][C:27]1[CH:32]=[CH:31][C:30]([N:33]2[CH2:38][CH2:37][N:36]([C:39](=[O:41])[CH3:40])[CH2:35][CH2:34]2)=[CH:29][CH:28]=1.Cl, predict the reaction product. The product is: [CH3:25][O:24][C:7]1[CH:6]=[CH:5][C:4]2[N:3]=[C:2]([NH:26][C:27]3[CH:28]=[CH:29][C:30]([N:33]4[CH2:34][CH2:35][N:36]([C:39](=[O:41])[CH3:40])[CH2:37][CH2:38]4)=[CH:31][CH:32]=3)[C:11]3=[N:12][NH:13][CH:14]=[C:10]3[C:9]=2[CH:8]=1. (3) Given the reactants I[C:2]1[CH:8]=[CH:7][C:5]([NH2:6])=[CH:4][CH:3]=1.N1CC[CH2:12][CH2:11][CH2:10]1.C#CC, predict the reaction product. The product is: [C:10]([C:2]1[CH:8]=[CH:7][C:5]([NH2:6])=[CH:4][CH:3]=1)#[C:11][CH3:12]. (4) Given the reactants [Br:1][C:2]1[CH:3]=[C:4]([O:19][C:20]2[CH:25]=[CH:24][CH:23]=[CH:22][CH:21]=2)[C:5]([NH:8][C:9]2[S:10][CH:11]=[C:12]([CH2:14][CH2:15][C:16]([OH:18])=O)[N:13]=2)=[N:6][CH:7]=1.C1C=CC2N(O)N=[N:32][C:30]=2C=1.O.CCN(C(C)C)C(C)C.CCN=C=NCCCN(C)C.CN, predict the reaction product. The product is: [Br:1][C:2]1[CH:3]=[C:4]([O:19][C:20]2[CH:25]=[CH:24][CH:23]=[CH:22][CH:21]=2)[C:5]([NH:8][C:9]2[S:10][CH:11]=[C:12]([CH2:14][CH2:15][C:16]([NH:32][CH3:30])=[O:18])[N:13]=2)=[N:6][CH:7]=1.